Dataset: Peptide-MHC class II binding affinity with 134,281 pairs from IEDB. Task: Regression. Given a peptide amino acid sequence and an MHC pseudo amino acid sequence, predict their binding affinity value. This is MHC class II binding data. (1) The peptide sequence is AFILDGDNLFPSV. The MHC is HLA-DQA10501-DQB10201 with pseudo-sequence HLA-DQA10501-DQB10201. The binding affinity (normalized) is 0.738. (2) The peptide sequence is EPIAAYHFDLSGIAF. The MHC is DRB1_1101 with pseudo-sequence DRB1_1101. The binding affinity (normalized) is 0.501. (3) The peptide sequence is KHYDLSYDTGDKALQCGRHV. The MHC is DRB1_0401 with pseudo-sequence DRB1_0401. The binding affinity (normalized) is 0. (4) The peptide sequence is SSTESASYYPLTGDTR. The MHC is H-2-IAb with pseudo-sequence H-2-IAb. The binding affinity (normalized) is 0.340. (5) The peptide sequence is GQFYFLIRKRIHLR. The MHC is H-2-IAb with pseudo-sequence H-2-IAb. The binding affinity (normalized) is 0. (6) The peptide sequence is QPFPPQQPYPQPQ. The MHC is HLA-DQA10501-DQB10201 with pseudo-sequence HLA-DQA10501-DQB10201. The binding affinity (normalized) is 0. (7) The peptide sequence is KEFDLYKKSGITEVDRT. The MHC is DRB1_0301 with pseudo-sequence DRB1_0301. The binding affinity (normalized) is 0.241. (8) The peptide sequence is IFRHWYWQQPYYIVA. The MHC is HLA-DQA10401-DQB10402 with pseudo-sequence HLA-DQA10401-DQB10402. The binding affinity (normalized) is 0.370.